Regression/Classification. Given a drug SMILES string, predict its absorption, distribution, metabolism, or excretion properties. Task type varies by dataset: regression for continuous measurements (e.g., permeability, clearance, half-life) or binary classification for categorical outcomes (e.g., BBB penetration, CYP inhibition). For this dataset (solubility_aqsoldb), we predict Y. From a dataset of Aqueous solubility values for 9,982 compounds from the AqSolDB database. The molecule is CC(c1ccccc1)c1ccc(Nc2ccc(C(C)c3ccccc3)cc2)cc1. The Y is -5.96 log mol/L.